Dataset: Choline transporter screen with 302,306 compounds. Task: Binary Classification. Given a drug SMILES string, predict its activity (active/inactive) in a high-throughput screening assay against a specified biological target. (1) The drug is S(=O)(=O)(N(c1ccc(OC(=O)C(Oc2ccc(F)cc2)C)cc1)C)c1ccccc1. The result is 0 (inactive). (2) The compound is O=C(N1CCN(CC1)c1ccccc1)Cn1c2c(c(=O)n(c1=O)CCC(=O)NCc1occc1)cccc2. The result is 0 (inactive).